Dataset: Full USPTO retrosynthesis dataset with 1.9M reactions from patents (1976-2016). Task: Predict the reactants needed to synthesize the given product. (1) Given the product [Cl:1][C:2]1[CH:3]=[CH:4][C:5]([O:6][C:7]2[CH:16]=[CH:15][C:10]([C:11]([OH:13])=[O:12])=[CH:9][CH:8]=2)=[CH:17][CH:18]=1, predict the reactants needed to synthesize it. The reactants are: [Cl:1][C:2]1[CH:18]=[CH:17][C:5]([O:6][C:7]2[CH:16]=[CH:15][C:10]([C:11]([O:13]C)=[O:12])=[CH:9][CH:8]=2)=[CH:4][CH:3]=1.[OH-].[Na+]. (2) Given the product [Cl:1][C:2]1[S:6][C:5]([C:7]([C:9]2[CH:10]=[C:11]3[C:16](=[CH:17][CH:18]=2)[N:15]([CH3:27])[C:14](=[O:19])[CH:13]=[C:12]3[C:20]2[CH:25]=[CH:24][CH:23]=[C:22]([I:26])[CH:21]=2)=[O:8])=[CH:4][CH:3]=1, predict the reactants needed to synthesize it. The reactants are: [Cl:1][C:2]1[S:6][C:5]([C:7]([C:9]2[CH:10]=[C:11]3[C:16](=[CH:17][CH:18]=2)[NH:15][C:14](=[O:19])[CH:13]=[C:12]3[C:20]2[CH:25]=[CH:24][CH:23]=[C:22]([I:26])[CH:21]=2)=[O:8])=[CH:4][CH:3]=1.[CH3:27]I. (3) The reactants are: [CH2:1]([N:8]1[C:16]2[C:15](=[O:17])[NH:14][C:13](=[O:18])[N:12]([CH2:19][CH2:20][CH2:21][CH3:22])[C:11]=2[N:10]=[CH:9]1)[C:2]1[CH:7]=[CH:6][CH:5]=[CH:4][CH:3]=1.C(=O)([O-])[O-].[K+].[K+].Br[CH2:30][CH2:31][CH2:32][C:33]1[CH:38]=[CH:37][CH:36]=[CH:35][CH:34]=1. Given the product [CH2:19]([N:12]1[C:11]2[N:10]=[CH:9][N:8]([CH2:1][C:2]3[CH:7]=[CH:6][CH:5]=[CH:4][CH:3]=3)[C:16]=2[C:15](=[O:17])[N:14]([CH2:30][CH2:31][CH2:32][C:33]2[CH:38]=[CH:37][CH:36]=[CH:35][CH:34]=2)[C:13]1=[O:18])[CH2:20][CH2:21][CH3:22], predict the reactants needed to synthesize it. (4) Given the product [CH2:1]([C:5]1[CH:6]=[CH:7][C:8](/[C:11](/[CH3:16])=[CH:12]/[C:13]([N:17]2[CH2:21][CH2:20][CH2:19][C@H:18]2[CH2:22][N:23]2[CH2:28][CH2:27][CH2:26][CH2:25][CH2:24]2)=[O:15])=[CH:9][CH:10]=1)[CH:2]([CH3:3])[CH3:4], predict the reactants needed to synthesize it. The reactants are: [CH2:1]([C:5]1[CH:10]=[CH:9][C:8](/[C:11](/[CH3:16])=[CH:12]/[C:13]([OH:15])=O)=[CH:7][CH:6]=1)[CH:2]([CH3:4])[CH3:3].[NH:17]1[CH2:21][CH2:20][CH2:19][C@H:18]1[CH2:22][N:23]1[CH2:28][CH2:27][CH2:26][CH2:25][CH2:24]1. (5) Given the product [F:20][C:21]1[CH:22]=[CH:23][C:24]([NH:27][C:17]([C:10]2[C:11]3[CH2:12][C@H:13]4[CH2:16][C@H:14]4[C:15]=3[N:8]([CH2:7][CH:4]3[CH2:3][CH2:2][O:1][CH2:6][CH2:5]3)[N:9]=2)=[O:18])=[N:25][CH:26]=1, predict the reactants needed to synthesize it. The reactants are: [O:1]1[CH2:6][CH2:5][CH:4]([CH2:7][N:8]2[C:15]3[CH:14]4[CH2:16][CH:13]4[CH2:12][C:11]=3[C:10]([C:17](O)=[O:18])=[N:9]2)[CH2:3][CH2:2]1.[F:20][C:21]1[CH:22]=[CH:23][C:24]([NH2:27])=[N:25][CH:26]=1. (6) Given the product [N:10]1[C:5]2[CH:4]=[N:3][CH:2]=[N:13][C:6]=2[CH:7]=[N:8][CH:9]=1, predict the reactants needed to synthesize it. The reactants are: Cl[C:2]1[N:3]=[C:4](Cl)[C:5]2[N:10]=[C:9](Cl)[N:8]=[C:7](Cl)[C:6]=2[N:13]=1.NC1C=CC=CC=1. (7) Given the product [C:7]([CH:9]([O:10][C:18]([NH:17][CH2:20][C:21]1([CH2:27][C:28]([O:30][CH2:31][CH2:32][C:33]#[N:34])=[O:29])[CH2:26][CH2:25][CH2:24][CH2:23][CH2:22]1)=[O:19])[C:11]1[CH:16]=[CH:15][CH:14]=[CH:13][CH:12]=1)(=[O:8])[C:1]1[CH:2]=[CH:3][CH:4]=[CH:5][CH:6]=1, predict the reactants needed to synthesize it. The reactants are: [C:1]1([C:7]([CH:9]([C:11]2[CH:16]=[CH:15][CH:14]=[CH:13][CH:12]=2)[OH:10])=[O:8])[CH:6]=[CH:5][CH:4]=[CH:3][CH:2]=1.[N:17]([CH2:20][C:21]1([CH2:27][C:28]([O:30][CH2:31][CH2:32][C:33]#[N:34])=[O:29])[CH2:26][CH2:25][CH2:24][CH2:23][CH2:22]1)=[C:18]=[O:19]. (8) Given the product [C:1]([Si:5]([CH3:7])([CH3:6])[O:8][CH2:9][CH2:10][O:11][C:12]1[CH:17]=[CH:16][C:15]([NH2:18])=[C:14]([O:21][CH3:22])[CH:13]=1)([CH3:4])([CH3:3])[CH3:2], predict the reactants needed to synthesize it. The reactants are: [C:1]([Si:5]([O:8][CH2:9][CH2:10][O:11][C:12]1[CH:17]=[CH:16][C:15]([N+:18]([O-])=O)=[C:14]([O:21][CH3:22])[CH:13]=1)([CH3:7])[CH3:6])([CH3:4])([CH3:3])[CH3:2]. (9) Given the product [F:24][C:23]([F:26])([F:25])[C:22]([NH:21][CH2:18]/[CH:19]=[CH:20]/[C:2]1[CH:7]=[CH:6][CH:5]=[C:4]([C:8]#[C:9][C:10]([OH:17])([CH2:14][CH2:15][CH3:16])[CH2:11][CH2:12][CH3:13])[CH:3]=1)=[O:27], predict the reactants needed to synthesize it. The reactants are: Br[C:2]1[CH:3]=[C:4]([C:8]#[C:9][C:10]([OH:17])([CH2:14][CH2:15][CH3:16])[CH2:11][CH2:12][CH3:13])[CH:5]=[CH:6][CH:7]=1.[CH2:18]([NH:21][C:22](=[O:27])[C:23]([F:26])([F:25])[F:24])[CH:19]=[CH2:20]. (10) The reactants are: CCOC(/N=N/C(OCC)=O)=O.[OH:13][C:14]1[CH:15]=[C:16]2[C:21](=[CH:22][CH:23]=1)[NH:20][C:19](=[O:24])[CH2:18][CH2:17]2.C1(P(C2C=CC=CC=2)C2C=CC=CC=2)C=CC=CC=1.[C:44]([N:51]1[CH2:56][CH2:55][CH:54]([CH2:57]O)[CH2:53][CH2:52]1)([O:46][C:47]([CH3:50])([CH3:49])[CH3:48])=[O:45]. Given the product [O:24]=[C:19]1[CH2:18][CH2:17][C:16]2[C:21](=[CH:22][CH:23]=[C:14]([O:13][CH2:57][CH:54]3[CH2:55][CH2:56][N:51]([C:44]([O:46][C:47]([CH3:48])([CH3:50])[CH3:49])=[O:45])[CH2:52][CH2:53]3)[CH:15]=2)[NH:20]1, predict the reactants needed to synthesize it.